From a dataset of Full USPTO retrosynthesis dataset with 1.9M reactions from patents (1976-2016). Predict the reactants needed to synthesize the given product. (1) Given the product [C:1]([O:5][C:6]([N:8]1[CH2:13][CH2:12][N:11]([C:18](=[O:19])[C:17]2[CH:21]=[C:22]([S:25]([CH3:28])(=[O:27])=[O:26])[CH:23]=[CH:24][C:16]=2[I:15])[CH:10]([CH3:14])[CH2:9]1)=[O:7])([CH3:4])([CH3:2])[CH3:3], predict the reactants needed to synthesize it. The reactants are: [C:1]([O:5][C:6]([N:8]1[CH2:13][CH2:12][NH:11][CH:10]([CH3:14])[CH2:9]1)=[O:7])([CH3:4])([CH3:3])[CH3:2].[I:15][C:16]1[CH:24]=[CH:23][C:22]([S:25]([CH3:28])(=[O:27])=[O:26])=[CH:21][C:17]=1[C:18](O)=[O:19].C(N(C(C)C)C(C)C)C.CN(C(ON1N=NC2C=CC=CC1=2)=[N+](C)C)C.[B-](F)(F)(F)F. (2) Given the product [CH2:14]([C@@H:9]1[CH2:10][O:11][CH2:12][CH2:13][N:8]1[C:6]1[N:5]=[C:4]([NH:16][CH3:17])[N:3]=[C:2]([C:23]2[CH:24]=[C:25]([F:26])[C:20]([C:18]#[N:19])=[C:21]([F:30])[CH:22]=2)[CH:7]=1)[CH3:15], predict the reactants needed to synthesize it. The reactants are: Cl[C:2]1[CH:7]=[C:6]([N:8]2[CH2:13][CH2:12][O:11][CH2:10][C@H:9]2[CH2:14][CH3:15])[N:5]=[C:4]([NH:16][CH3:17])[N:3]=1.[C:18]([C:20]1[C:25]([F:26])=[CH:24][C:23](B(O)O)=[CH:22][C:21]=1[F:30])#[N:19].C(Cl)Cl.C([O-])([O-])=O.[K+].[K+]. (3) Given the product [CH:16]([C:19]1[CH:33]=[CH:32][CH:31]=[CH:30][C:20]=1[O:21][C:22]1[CH:29]=[CH:28][C:25]([CH2:26][NH:27][C:13]([C:10]2([NH:9][C:7]([C:5]3[CH:4]=[N:3][CH:2]=[N:1][CH:6]=3)=[O:8])[CH2:11][CH2:12]2)=[O:15])=[CH:24][CH:23]=1)([CH3:18])[CH3:17], predict the reactants needed to synthesize it. The reactants are: [N:1]1[CH:6]=[C:5]([C:7]([NH:9][C:10]2([C:13]([OH:15])=O)[CH2:12][CH2:11]2)=[O:8])[CH:4]=[N:3][CH:2]=1.[CH:16]([C:19]1[CH:33]=[CH:32][CH:31]=[CH:30][C:20]=1[O:21][C:22]1[CH:29]=[CH:28][C:25]([CH2:26][NH2:27])=[CH:24][CH:23]=1)([CH3:18])[CH3:17]. (4) The reactants are: [F:1][C:2]([F:13])([F:12])[O:3][C:4]1[CH:9]=[CH:8][C:7]([CH2:10][NH2:11])=[CH:6][CH:5]=1.[F:14][C:15]1[C:16]([O:25][CH3:26])=[C:17]([C:20]([O:23][CH3:24])=[CH:21][CH:22]=1)[CH:18]=O. Given the product [F:14][CH:15]1[CH2:22][CH:18]([C:17]2[C:20]([O:23][CH3:24])=[CH:21][CH:22]=[C:15]([F:14])[C:16]=2[O:25][CH3:26])[N:11]([CH2:10][C:7]2[CH:6]=[CH:5][C:4]([O:3][C:2]([F:12])([F:13])[F:1])=[CH:9][CH:8]=2)[C:16]1=[O:25], predict the reactants needed to synthesize it. (5) Given the product [C:1]([C:3]1[CH:8]=[CH:7][C:6]([NH:9][C:10](=[O:18])[CH2:11][CH:12]([CH3:17])[CH2:13][C:14]([O:16][CH3:19])=[O:15])=[CH:5][CH:4]=1)#[N:2], predict the reactants needed to synthesize it. The reactants are: [C:1]([C:3]1[CH:8]=[CH:7][C:6]([NH:9][C:10](=[O:18])[CH2:11][CH:12]([CH3:17])[CH2:13][C:14]([OH:16])=[O:15])=[CH:5][CH:4]=1)#[N:2].[C:19](OCC)(=O)C.